Dataset: Catalyst prediction with 721,799 reactions and 888 catalyst types from USPTO. Task: Predict which catalyst facilitates the given reaction. Reactant: [CH3:1][O:2][C:3]1[CH:8]=[C:7]([C:9](=[O:18])[NH:10][CH:11]2[CH2:16][CH2:15][N:14]([CH3:17])[CH2:13][CH2:12]2)[CH:6]=[C:5]([O:19][CH3:20])[C:4]=1[C:21]1[CH:26]=[CH:25][C:24]([CH2:27][C@H:28]([NH:43][C:44]([C@H:46]2[CH2:51][CH2:50][C@H:49]([CH2:52][NH:53]C(=O)OC(C)(C)C)[CH2:48][CH2:47]2)=[O:45])[C:29](=[O:42])[NH:30][C:31]2[CH:36]=[CH:35][C:34]([C:37]3[N:38]=[N:39][NH:40][N:41]=3)=[CH:33][CH:32]=2)=[CH:23][CH:22]=1.[ClH:61]. Product: [ClH:61].[NH2:53][CH2:52][C@H:49]1[CH2:48][CH2:47][C@H:46]([C:44]([NH:43][C@H:28]([C:29](=[O:42])[NH:30][C:31]2[CH:32]=[CH:33][C:34]([C:37]3[N:38]=[N:39][NH:40][N:41]=3)=[CH:35][CH:36]=2)[CH2:27][C:24]2[CH:25]=[CH:26][C:21]([C:4]3[C:3]([O:2][CH3:1])=[CH:8][C:7]([C:9]([NH:10][CH:11]4[CH2:12][CH2:13][N:14]([CH3:17])[CH2:15][CH2:16]4)=[O:18])=[CH:6][C:5]=3[O:19][CH3:20])=[CH:22][CH:23]=2)=[O:45])[CH2:51][CH2:50]1. The catalyst class is: 12.